This data is from Reaction yield outcomes from USPTO patents with 853,638 reactions. The task is: Predict the reaction yield, written as a fraction of the theoretical maximum amount of product (1.0 means a 100% yield; for example, 0.34 means a 34% yield). (1) The reactants are [CH2:1]([O:3][CH:4]([O:7][CH2:8][CH3:9])[CH2:5][NH2:6])[CH3:2].Br[CH2:11][CH2:12][C:13]([O:15][C:16]([CH3:19])([CH3:18])[CH3:17])=[O:14]. No catalyst specified. The product is [CH2:1]([O:3][CH:4]([O:7][CH2:8][CH3:9])[CH2:5][NH:6][CH2:11][CH2:12][C:13]([O:15][C:16]([CH3:19])([CH3:18])[CH3:17])=[O:14])[CH3:2]. The yield is 0.250. (2) The reactants are Cl.[NH2:2][CH2:3][C:4]([NH:6][CH:7]([C:14]1[CH:19]=[CH:18][C:17]([Cl:20])=[CH:16][CH:15]=1)[C:8]1[CH:13]=[CH:12][CH:11]=[CH:10][CH:9]=1)=[O:5].C(N(CC)CC)C.[Cl:28][C:29]1[CH:30]=[C:31]([CH:35]=[CH:36][CH:37]=1)[C:32](Cl)=[O:33]. The catalyst is ClCCl. The product is [Cl:28][C:29]1[CH:30]=[C:31]([CH:35]=[CH:36][CH:37]=1)[C:32]([NH:2][CH2:3][C:4](=[O:5])[NH:6][CH:7]([C:14]1[CH:19]=[CH:18][C:17]([Cl:20])=[CH:16][CH:15]=1)[C:8]1[CH:13]=[CH:12][CH:11]=[CH:10][CH:9]=1)=[O:33]. The yield is 0.970. (3) The yield is 0.980. The catalyst is Cl. The reactants are [CH2:1]([N:8]([CH2:20][C:21]1[CH:26]=[CH:25][CH:24]=[CH:23][CH:22]=1)[CH:9]1[CH2:13][CH:12]([C:14]([O:16]CC)=[O:15])[CH:11]([CH3:19])[CH2:10]1)[C:2]1[CH:7]=[CH:6][CH:5]=[CH:4][CH:3]=1.O1CCOCC1. The product is [CH2:20]([N:8]([CH2:1][C:2]1[CH:7]=[CH:6][CH:5]=[CH:4][CH:3]=1)[CH:9]1[CH2:13][CH:12]([C:14]([OH:16])=[O:15])[CH:11]([CH3:19])[CH2:10]1)[C:21]1[CH:22]=[CH:23][CH:24]=[CH:25][CH:26]=1. (4) The reactants are CN(C)/[CH:3]=[C:4](\[C:15]1[NH:16][CH:17]=[CH:18][N:19]=1)/[C:5]([C:7]1[CH:12]=[CH:11][C:10]([C:13]#[N:14])=[CH:9][CH:8]=1)=O.Cl.[C:22]([NH:25][CH2:26][CH2:27][NH:28][C:29]([O:31][C:32]([CH3:35])([CH3:34])[CH3:33])=[O:30])(=[NH:24])[NH2:23].C([O-])([O-])=O.[Cs+].[Cs+]. The catalyst is CN1C(=O)CCC1. The product is [C:32]([O:31][C:29]([NH:28][CH2:27][CH2:26][NH:25][C:22]1[N:23]=[C:5]([C:7]2[CH:8]=[CH:9][C:10]([C:13]#[N:14])=[CH:11][CH:12]=2)[C:4]([C:15]2[NH:19][CH:18]=[CH:17][N:16]=2)=[CH:3][N:24]=1)=[O:30])([CH3:35])([CH3:34])[CH3:33]. The yield is 0.830. (5) The reactants are [NH2:1][C:2]1[N:3]=[C:4]([CH3:23])[C:5]2[CH:11]=[C:10]([C:12]#[C:13][Si](C)(C)C)[C:9](=[O:18])[N:8]([CH:19]3[CH2:22][CH2:21][CH2:20]3)[C:6]=2[N:7]=1.C([O-])([O-])=O.[K+].[K+]. The catalyst is CO. The product is [NH2:1][C:2]1[N:3]=[C:4]([CH3:23])[C:5]2[CH:11]=[C:10]([C:12]#[CH:13])[C:9](=[O:18])[N:8]([CH:19]3[CH2:22][CH2:21][CH2:20]3)[C:6]=2[N:7]=1. The yield is 0.990. (6) The yield is 0.720. The reactants are [NH2:1][C:2]1[C:7]([CH:8]=[O:9])=[CH:6][CH:5]=[CH:4][N:3]=1.[CH3:10][C:11]([O:14][C:15](O[C:15]([O:14][C:11]([CH3:13])([CH3:12])[CH3:10])=[O:16])=[O:16])([CH3:13])[CH3:12]. The product is [C:11]([O:14][C:15](=[O:16])[NH:1][C:2]1[C:7]([CH:8]=[O:9])=[CH:6][CH:5]=[CH:4][N:3]=1)([CH3:13])([CH3:12])[CH3:10]. The catalyst is CC#N.CCOC(C)=O. (7) The reactants are [CH3:1][C:2]1[CH:7]=[CH:6][C:5]([O:8][CH2:9][C:10]([F:13])([F:12])[F:11])=[CH:4][N:3]=1.C1C(=O)N([Br:21])C(=O)C1.C(OOC(=O)C1C=CC=CC=1)(=O)C1C=CC=CC=1.C(Cl)(Cl)(Cl)Cl. The catalyst is C(Cl)Cl. The product is [Br:21][CH2:1][C:2]1[CH:7]=[CH:6][C:5]([O:8][CH2:9][C:10]([F:11])([F:13])[F:12])=[CH:4][N:3]=1. The yield is 0.130. (8) The reactants are [CH3:1][O:2][C:3]1[CH:4]=[C:5]2[O:9][C:8]([C:10]3[N:11]=[C:12]4[N:16]([CH:17]=3)[N:15]=[C:14]([O:18][CH3:19])[S:13]4)=[CH:7][C:6]2=[C:20]([OH:22])[CH:21]=1.Br[CH2:24][C:25]1[N:26]=[C:27]([C:30]2([F:36])[CH2:35][CH2:34][O:33][CH2:32][CH2:31]2)[S:28][CH:29]=1.C(=O)([O-])[O-].[K+].[K+]. The catalyst is CN(C=O)C.ClCCl. The product is [F:36][C:30]1([C:27]2[S:28][CH:29]=[C:25]([CH2:24][O:22][C:20]3[C:6]4[CH:7]=[C:8]([C:10]5[N:11]=[C:12]6[N:16]([CH:17]=5)[N:15]=[C:14]([O:18][CH3:19])[S:13]6)[O:9][C:5]=4[CH:4]=[C:3]([O:2][CH3:1])[CH:21]=3)[N:26]=2)[CH2:35][CH2:34][O:33][CH2:32][CH2:31]1. The yield is 0.680.